From a dataset of Forward reaction prediction with 1.9M reactions from USPTO patents (1976-2016). Predict the product of the given reaction. (1) Given the reactants [OH:1][C:2]1[CH:7]=[CH:6][C:5]([C:8](=[O:11])[CH2:9][CH3:10])=[CH:4][CH:3]=1.C(=O)([O-])[O-].[K+].[K+].[I-].[Na+].[CH3:20][O:21][C:22]1[CH:29]=[CH:28][C:25]([CH2:26]Cl)=[CH:24][CH:23]=1, predict the reaction product. The product is: [CH3:20][O:21][C:22]1[CH:29]=[CH:28][C:25]([CH2:26][O:1][C:2]2[CH:3]=[CH:4][C:5]([C:8](=[O:11])[CH2:9][CH3:10])=[CH:6][CH:7]=2)=[CH:24][CH:23]=1. (2) The product is: [N+:12]([C:8]1[CH:9]=[C:5]([C:3](=[O:4])[C:2]([Cl:1])([Cl:10])[Cl:11])[N:6]([CH3:16])[CH:7]=1)([O-:15])=[O:13]. Given the reactants [Cl:1][C:2]([Cl:11])([Cl:10])[C:3]([C:5]1[NH:6][CH:7]=[CH:8][CH:9]=1)=[O:4].[N+:12]([O-:15])(O)=[O:13].[CH:16](O)(C)C, predict the reaction product. (3) Given the reactants [OH-].[Li+].[NH2:3][C:4]1[C:5]2[C:13](=[O:14])[N:12]([C:15]3[CH:20]=[CH:19][C:18]([C:21]([CH3:27])([CH3:26])[C:22]([O:24]C)=[O:23])=[CH:17][CH:16]=3)[CH2:11][CH2:10][C:6]=2[N:7]=[CH:8][N:9]=1.C(O)(=O)CC(CC(O)=O)(C(O)=O)O, predict the reaction product. The product is: [NH2:3][C:4]1[C:5]2[C:13](=[O:14])[N:12]([C:15]3[CH:16]=[CH:17][C:18]([C:21]([CH3:27])([CH3:26])[C:22]([OH:24])=[O:23])=[CH:19][CH:20]=3)[CH2:11][CH2:10][C:6]=2[N:7]=[CH:8][N:9]=1.